Dataset: Reaction yield outcomes from USPTO patents with 853,638 reactions. Task: Predict the reaction yield, written as a fraction of the theoretical maximum amount of product (1.0 means a 100% yield; for example, 0.34 means a 34% yield). The reactants are [O-]CC.[Na+].[CH3:5][C:6]([SH:9])([CH3:8])[CH3:7].Cl[C:11]1[CH:18]=[CH:17][C:14]([C:15]#[N:16])=[CH:13][N:12]=1.C([O-])(O)=O.[Na+]. The catalyst is C(O)C. The product is [C:6]([S:9][C:11]1[CH:18]=[CH:17][C:14]([C:15]#[N:16])=[CH:13][N:12]=1)([CH3:8])([CH3:7])[CH3:5]. The yield is 0.910.